Dataset: Reaction yield outcomes from USPTO patents with 853,638 reactions. Task: Predict the reaction yield, written as a fraction of the theoretical maximum amount of product (1.0 means a 100% yield; for example, 0.34 means a 34% yield). (1) The reactants are O[CH2:2][C:3]1[CH:10]=[C:9]([CH3:11])[C:6]([C:7]#[N:8])=[C:5]([O:12][CH3:13])[N:4]=1.[C:14]1(=[O:24])[NH:18][C:17](=[O:19])[C:16]2=[CH:20][CH:21]=[CH:22][CH:23]=[C:15]12.C1(P(C2C=CC=CC=2)C2C=CC=CC=2)C=CC=CC=1.CC(OC(/N=N/C(OC(C)C)=O)=O)C. The catalyst is O1CCCC1. The product is [O:19]=[C:17]1[C:16]2[C:15](=[CH:23][CH:22]=[CH:21][CH:20]=2)[C:14](=[O:24])[N:18]1[CH2:2][C:3]1[CH:10]=[C:9]([CH3:11])[C:6]([C:7]#[N:8])=[C:5]([O:12][CH3:13])[N:4]=1. The yield is 0.820. (2) The reactants are [CH2:1]([O:3][C:4]([C@@H:6]1[C@H:10]([CH2:11][CH2:12][CH:13]=O)[CH2:9][CH2:8][N:7]1[C@@H:15]([CH3:22])/[C:16](/[CH3:21])=[CH:17]/[CH:18]=[CH:19]\[CH3:20])=[O:5])[CH3:2].[CH2:23]([NH2:31])[CH2:24][C:25]1[CH:30]=[CH:29][CH:28]=[CH:27][CH:26]=1.[BH3-]C#N.[Na+]. The catalyst is CCO.CCOCC. The product is [CH2:1]([O:3][C:4]([C@@H:6]1[C@H:10]([CH2:11][CH2:12][CH2:13][NH:31][CH2:23][CH2:24][C:25]2[CH:30]=[CH:29][CH:28]=[CH:27][CH:26]=2)[CH2:9][CH2:8][N:7]1[C@H:15]([C:16]1[CH:21]=[CH:20][CH:19]=[CH:18][CH:17]=1)[CH3:22])=[O:5])[CH3:2]. The yield is 0.300. (3) The reactants are [F:1][C:2]1[CH:7]=[CH:6][CH:5]=[CH:4][C:3]=1[C@@H:8]([N:20]1[CH2:25][CH2:24][CH2:23][CH2:22][CH2:21]1)[C:9]([O:11][C@H](C1C=CC=CC=1)C)=[O:10]. The catalyst is C(O)C.[OH-].[OH-].[Pd+2]. The product is [F:1][C:2]1[CH:7]=[CH:6][CH:5]=[CH:4][C:3]=1[C@@H:8]([N:20]1[CH2:25][CH2:24][CH2:23][CH2:22][CH2:21]1)[C:9]([OH:11])=[O:10]. The yield is 0.980. (4) The reactants are C(OC([NH:8][CH2:9][CH:10]1[CH2:15][CH2:14][N:13]([C:16]2[N:20]([CH3:21])[N:19]=[CH:18][C:17]=2[NH:22][C:23]([C:25]2[N:26]=[C:27](Br)[S:28][C:29]=2[NH:30]C(=O)OC(C)(C)C)=[O:24])[CH2:12][CH2:11]1)=O)CCC.[C:39]([C:41]1[CH:46]=[CH:45][C:44](B(O)O)=[CH:43][CH:42]=1)#[N:40]. No catalyst specified. The product is [NH2:30][C:29]1[S:28][C:27]([C:44]2[CH:45]=[CH:46][C:41]([C:39]#[N:40])=[CH:42][CH:43]=2)=[N:26][C:25]=1[C:23]([NH:22][C:17]1[CH:18]=[N:19][N:20]([CH3:21])[C:16]=1[N:13]1[CH2:12][CH2:11][CH:10]([CH2:9][NH2:8])[CH2:15][CH2:14]1)=[O:24]. The yield is 0.300. (5) The reactants are CC([N:5]([C@@H:9]([C:29]1[CH:34]=[CH:33][CH:32]=[CH:31][CH:30]=1)[C:10]([NH:12][CH2:13][CH2:14][CH2:15][CH2:16][NH:17][S:18]([C:21]1[CH:26]=[CH:25][C:24]([F:27])=[CH:23][C:22]=1[Cl:28])(=[O:20])=[O:19])=[O:11])C(=O)[O-])(C)C.Cl.C(OCC)C. The catalyst is C(Cl)Cl. The product is [NH2:5][C@@H:9]([C:29]1[CH:34]=[CH:33][CH:32]=[CH:31][CH:30]=1)[C:10]([NH:12][CH2:13][CH2:14][CH2:15][CH2:16][NH:17][S:18]([C:21]1[CH:26]=[CH:25][C:24]([F:27])=[CH:23][C:22]=1[Cl:28])(=[O:19])=[O:20])=[O:11]. The yield is 0.850. (6) The reactants are [CH3:1][C:2]1[C:10]2[C:9]([C:11]#[N:12])=[CH:8][CH:7]=[CH:6][C:5]=2[N:4]([CH:13]2[CH2:18][CH2:17][CH2:16][CH2:15][O:14]2)[N:3]=1. The catalyst is N.CO.[Ni]. The product is [CH3:1][C:2]1[C:10]2[C:5](=[CH:6][CH:7]=[CH:8][C:9]=2[CH2:11][NH2:12])[N:4]([CH:13]2[CH2:18][CH2:17][CH2:16][CH2:15][O:14]2)[N:3]=1. The yield is 0.915.